From a dataset of Full USPTO retrosynthesis dataset with 1.9M reactions from patents (1976-2016). Predict the reactants needed to synthesize the given product. (1) Given the product [CH2:44]([C:49]1[CH:54]=[CH:53][C:52]([C:55]2[CH:60]=[CH:59][C:58]([C:10]3[C:32]4[C:37](=[CH:36][CH:35]=[CH:34][CH:33]=4)[C:7]4[O:70][C:13]([C:26]5[CH:27]=[CH:28][CH:29]=[CH:30][CH:31]=5)([C:15]5[CH:16]=[CH:17][C:18]([N:21]6[CH2:25][CH2:24][CH2:23][CH2:22]6)=[CH:19][CH:20]=5)[CH:14]=[CH:9][C:8]=4[C:71]=3[C:72]([O:65][CH3:64])=[O:73])=[CH:57][CH:56]=2)=[CH:51][CH:50]=1)[CH2:45][CH2:46][CH2:47][CH3:48], predict the reactants needed to synthesize it. The reactants are: FC(F)(F)S(O[C:7]1[C:37]2[C:32](=[CH:33][CH:34]=[CH:35][CH:36]=2)[CH:10]2OC[C:13]([C:26]3[CH:31]=[CH:30][CH:29]=[CH:28][CH:27]=3)([C:15]3[CH:20]=[CH:19][C:18]([N:21]4[CH2:25][CH2:24][CH2:23][CH2:22]4)=[CH:17][CH:16]=3)[CH:14]=[C:9]2[C:8]=1C(OC)=O)(=O)=O.[CH2:44]([C:49]1[CH:54]=[CH:53][C:52]([C:55]2[CH:60]=[CH:59][C:58](B(O)O)=[CH:57][CH:56]=2)=[CH:51][CH:50]=1)[CH2:45][CH2:46][CH2:47][CH3:48].[C:64]([O-])([O-])=[O:65].[K+].[K+].[OH2:70].[CH3:71][CH2:72][OH:73]. (2) Given the product [CH3:1][O:2][C:3](=[O:18])[CH:4]([C:11]1[CH:16]=[CH:15][C:14]([C:27]2[C:28]3[C:23](=[CH:22][CH:21]=[CH:20][CH:19]=3)[CH:24]=[CH:25][CH:26]=2)=[CH:13][CH:12]=1)[CH2:5][CH:6]1[CH2:10][CH2:9][CH2:8][CH2:7]1, predict the reactants needed to synthesize it. The reactants are: [CH3:1][O:2][C:3](=[O:18])[CH:4]([C:11]1[CH:16]=[CH:15][C:14](I)=[CH:13][CH:12]=1)[CH2:5][CH:6]1[CH2:10][CH2:9][CH2:8][CH2:7]1.[C:19]1(B(O)O)[C:28]2[C:23](=[CH:24][CH:25]=[CH:26][CH:27]=2)[CH:22]=[CH:21][CH:20]=1.C(N(CC)CC)C. (3) The reactants are: [CH2:1]1[C:9]2[C:4](=CC=CC=2)[CH2:3][CH:2]1[O:10][C:11]1[CH:12]=[C:13]([C:19]2[NH:20][N:21]([CH3:25])[C:22](=[O:24])[CH:23]=2)[CH:14]=[CH:15][C:16]=1[O:17][CH3:18].[C:26]1(NN)[CH:31]=[CH:30]C=[CH:28][CH:27]=1.O.NN. Given the product [CH:2]1([O:10][C:11]2[CH:12]=[C:13]([C:19]3[NH:20][N:21]([C:25]4[CH:30]=[CH:31][CH:26]=[CH:27][CH:28]=4)[C:22](=[O:24])[CH:23]=3)[CH:14]=[CH:15][C:16]=2[O:17][CH3:18])[CH2:3][CH2:4][CH2:9][CH2:1]1, predict the reactants needed to synthesize it.